This data is from Peptide-MHC class I binding affinity with 185,985 pairs from IEDB/IMGT. The task is: Regression. Given a peptide amino acid sequence and an MHC pseudo amino acid sequence, predict their binding affinity value. This is MHC class I binding data. (1) The peptide sequence is FPLTQRDVL. The MHC is HLA-A01:01 with pseudo-sequence HLA-A01:01. The binding affinity (normalized) is 0.0847. (2) The peptide sequence is VLIGGKPDRV. The MHC is HLA-A02:06 with pseudo-sequence HLA-A02:06. The binding affinity (normalized) is 0.339. (3) The peptide sequence is RTWKVLSIMA. The MHC is HLA-A02:06 with pseudo-sequence HLA-A02:06. The binding affinity (normalized) is 0.200. (4) The peptide sequence is ISYDYSEY. The MHC is H-2-Kb with pseudo-sequence H-2-Kb. The binding affinity (normalized) is 0.484.